This data is from Full USPTO retrosynthesis dataset with 1.9M reactions from patents (1976-2016). The task is: Predict the reactants needed to synthesize the given product. Given the product [S:13]1[C:17]2[CH:18]=[CH:19][CH:20]=[C:21]([O:22][C:2]3[CH:7]=[CH:6][C:5]([NH2:8])=[CH:4][C:3]=3[O:11][CH3:12])[C:16]=2[CH:15]=[N:14]1, predict the reactants needed to synthesize it. The reactants are: Br[C:2]1[CH:7]=[CH:6][C:5]([N+:8]([O-])=O)=[CH:4][C:3]=1[O:11][CH3:12].[S:13]1[C:17]2=[CH:18][CH:19]=[CH:20][C:21]([OH:22])=[C:16]2[CH:15]=[N:14]1.C(=O)([O-])[O-].[K+].[K+].Cl.[OH-].[Na+].